Dataset: Forward reaction prediction with 1.9M reactions from USPTO patents (1976-2016). Task: Predict the product of the given reaction. (1) Given the reactants [CH:1]([N:3]1[C:11]2[C:6](=[CH:7][CH:8]=[CH:9][CH:10]=2)[CH:5]([CH2:12][CH2:13]S(C)(=O)=O)[CH2:4]1)=[O:2].[Cl:18][C:19]1[CH:27]=[C:26]2[C:22]([C:23]([C:28]3[CH2:29][CH2:30][NH:31][CH2:32][CH:33]=3)=[CH:24][NH:25]2)=[CH:21][CH:20]=1, predict the reaction product. The product is: [Cl:18][C:19]1[CH:27]=[C:26]2[C:22]([C:23]([C:28]3[CH2:29][CH2:30][N:31]([CH2:13][CH2:12][CH:5]4[C:6]5[C:11](=[CH:10][CH:9]=[CH:8][CH:7]=5)[N:3]([CH:1]=[O:2])[CH2:4]4)[CH2:32][CH:33]=3)=[CH:24][NH:25]2)=[CH:21][CH:20]=1. (2) Given the reactants [H-].C([Al+]CC(C)C)C(C)C.[Cl:11][C:12]1[S:13][C:14]([Cl:31])=[CH:15][C:16]=1[CH:17]=[C:18]([C:24]1[CH:29]=[CH:28][C:27]([F:30])=[CH:26][CH:25]=1)[C:19](OCC)=[O:20].CO, predict the reaction product. The product is: [Cl:11][C:12]1[S:13][C:14]([Cl:31])=[CH:15][C:16]=1/[CH:17]=[C:18](\[C:24]1[CH:29]=[CH:28][C:27]([F:30])=[CH:26][CH:25]=1)/[CH2:19][OH:20]. (3) The product is: [F:28][C:26]1[CH:25]=[C:24]([N:29]([CH3:52])[CH:30]([C:32]2[CH:33]=[C:34]([C:49]([N:7]([CH3:8])[CH3:6])=[O:50])[CH:35]=[C:36]3[C:41]=2[O:40][C:39]([N:42]2[CH2:43][CH2:44][O:45][CH2:46][CH2:47]2)=[CH:38][C:37]3=[O:48])[CH3:31])[CH:23]=[C:22]([F:21])[CH:27]=1. Given the reactants [B-](F)(F)(F)F.[CH3:6][N:7](C(ON1C(=O)CCC1=O)=[N+](C)C)[CH3:8].[F:21][C:22]1[CH:23]=[C:24]([N:29]([CH3:52])[CH:30]([C:32]2[CH:33]=[C:34]([C:49](O)=[O:50])[CH:35]=[C:36]3[C:41]=2[O:40][C:39]([N:42]2[CH2:47][CH2:46][O:45][CH2:44][CH2:43]2)=[CH:38][C:37]3=[O:48])[CH3:31])[CH:25]=[C:26]([F:28])[CH:27]=1.C(N(C(C)C)C(C)C)C.CNC, predict the reaction product. (4) The product is: [C:15]([O:14][C:12]([N:10]1[CH2:9][CH2:8][CH2:7][O:6][C@H:5]([C:4]([OH:26])=[O:3])[CH2:11]1)=[O:13])([CH3:18])([CH3:17])[CH3:16]. Given the reactants [Br-].[Na+].[OH:3][CH2:4][C@@H:5]1[CH2:11][N:10]([C:12]([O:14][C:15]([CH3:18])([CH3:17])[CH3:16])=[O:13])[CH2:9][CH2:8][CH2:7][O:6]1.ClN1C(=[O:26])N(Cl)C(=O)N(Cl)C1=O, predict the reaction product. (5) Given the reactants Br[C:2]1[CH:22]=[CH:21][C:5]2[N:6]([CH3:20])[C:7](=[O:19])[CH2:8][N:9]=[C:10]([C:11]3[CH:12]=[C:13]([CH:16]=[CH:17][CH:18]=3)[C:14]#[N:15])[C:4]=2[CH:3]=1.C1(B(O)O)C=CC=CC=1.[CH3:32][O:33][C:34]1[CH:35]=[C:36](B(O)O)[CH:37]=[CH:38][CH:39]=1, predict the reaction product. The product is: [CH3:32][O:33][C:34]1[CH:39]=[C:38]([C:2]2[CH:22]=[CH:21][C:5]3[N:6]([CH3:20])[C:7](=[O:19])[CH2:8][N:9]=[C:10]([C:11]4[CH:12]=[C:13]([CH:16]=[CH:17][CH:18]=4)[C:14]#[N:15])[C:4]=3[CH:3]=2)[CH:37]=[CH:36][CH:35]=1. (6) Given the reactants [F-].C([N+](CCCC)(CCCC)CCCC)CCC.[C:19]1([C:25]2[CH:26]=[C:27]3[C:31](=[CH:32][C:33]=2[Cl:34])[N:30](COCC[Si](C)(C)C)[N:29]=[C:28]3[NH:43][C:44](=[O:48])[CH2:45][CH2:46][CH3:47])[CH:24]=[CH:23][CH:22]=[CH:21][CH:20]=1.C(OCC)(=O)C, predict the reaction product. The product is: [C:19]1([C:25]2[CH:26]=[C:27]3[C:31](=[CH:32][C:33]=2[Cl:34])[NH:30][N:29]=[C:28]3[NH:43][C:44](=[O:48])[CH2:45][CH2:46][CH3:47])[CH:20]=[CH:21][CH:22]=[CH:23][CH:24]=1. (7) Given the reactants C(Cl)CCl.[C:5]1([CH2:17][N:18]([C:27]([O:29][C:30]([CH3:33])([CH3:32])[CH3:31])=[O:28])[C@H:19]2[CH2:23][CH2:22][C@@H:21]([C:24](O)=[O:25])[CH2:20]2)[CH:10]=[CH:9][C:8]([C:11]2[CH:16]=[CH:15][CH:14]=[CH:13][CH:12]=2)=[CH:7][CH:6]=1.Cl.[CH3:35][NH:36][O:37][CH3:38].C(N(CC)CC)C, predict the reaction product. The product is: [C:30]([O:29][C:27](=[O:28])[N:18]([CH2:17][C:5]1[CH:6]=[CH:7][C:8]([C:11]2[CH:16]=[CH:15][CH:14]=[CH:13][CH:12]=2)=[CH:9][CH:10]=1)[C@H:19]1[CH2:23][CH2:22][C@@H:21]([C:24](=[O:25])[N:36]([O:37][CH3:38])[CH3:35])[CH2:20]1)([CH3:32])([CH3:33])[CH3:31]. (8) Given the reactants [Br:1][C:2]1[CH:3]=[CH:4][C:5]([O:9][CH:10]([F:12])[F:11])=[C:6]([OH:8])[CH:7]=1.C1CCN2C(=NCCC2)CC1.[CH3:24][C:25](O)([C:27]#[CH:28])[CH3:26].FC(F)(F)C(OC(=O)C(F)(F)F)=O, predict the reaction product. The product is: [Br:1][C:2]1[CH:3]=[CH:4][C:5]([O:9][CH:10]([F:11])[F:12])=[C:6]([O:8][C:25]([CH3:26])([CH3:24])[C:27]#[CH:28])[CH:7]=1.